From a dataset of Full USPTO retrosynthesis dataset with 1.9M reactions from patents (1976-2016). Predict the reactants needed to synthesize the given product. (1) Given the product [CH:11]([N:8]1[C:6]2[N:7]=[CH:2][CH:3]=[C:4]([C:14]([OH:16])=[O:15])[C:5]=2[CH:10]=[N:9]1)([CH3:13])[CH3:12], predict the reactants needed to synthesize it. The reactants are: Cl[C:2]1[CH:3]=[C:4]([C:14]([OH:16])=[O:15])[C:5]2[CH:10]=[N:9][N:8]([CH:11]([CH3:13])[CH3:12])[C:6]=2[N:7]=1.CCN(CC)CC. (2) Given the product [F:1][C:2]1[CH:10]=[CH:9][C:5]([C:6]([O:8][CH3:14])=[O:7])=[CH:4][C:3]=1[N+:11]([O-:13])=[O:12], predict the reactants needed to synthesize it. The reactants are: [F:1][C:2]1[CH:10]=[CH:9][C:5]([C:6]([OH:8])=[O:7])=[CH:4][C:3]=1[N+:11]([O-:13])=[O:12].[C:14](Cl)(=O)C. (3) Given the product [Cl:1][C:2]1[CH:3]=[N:4][C:5]2[N:6]([N:8]=[C:9]([C:11]([N:13]3[CH2:18][CH2:17][C:16]4=[C:19]([C:27]5[NH:26][N:25]=[N:24][N:23]=5)[NH:20][CH:21]=[C:15]4[CH:14]3[CH3:22])=[O:12])[CH:10]=2)[CH:7]=1, predict the reactants needed to synthesize it. The reactants are: [Cl:1][C:2]1[CH:3]=[N:4][C:5]2[N:6]([N:8]=[C:9]([C:11]([N:13]3[CH2:18][CH2:17][C:16]4=[CH:19][NH:20][CH:21]=[C:15]4[CH:14]3[CH3:22])=[O:12])[CH:10]=2)[CH:7]=1.[NH:23]1[CH:27]=[N:26][N:25]=[N:24]1. (4) Given the product [CH3:2][O:1][CH2:20][CH2:19][NH:18][CH2:17][CH2:16][O:15][CH3:14], predict the reactants needed to synthesize it. The reactants are: [OH:1][CH2:2]C1CCCN1.CC1CCCN1.[CH3:14][O:15][CH2:16][CH:17]1C[CH2:20][CH2:19][NH:18]1.N1CCC[C@H]1C(O)=O.CC1NC(C)CNC1. (5) Given the product [Cl:11][C:9]1[CH:10]=[C:6]([C:4]([OH:5])=[O:3])[NH:7][C:8]=1[CH3:12], predict the reactants needed to synthesize it. The reactants are: C([O:3][C:4]([C:6]1[NH:7][C:8]([CH3:12])=[C:9]([Cl:11])[CH:10]=1)=[O:5])C.[OH-].[Li+]. (6) Given the product [CH3:1][O:2][C:3]([C:4]1[CH:9]=[CH:8][C:7]2[N:10]([CH3:25])[C:11]([NH:14][C:15]3[S:16][C:17]4[CH:23]=[CH:22][C:21]([F:24])=[CH:20][C:18]=4[N:19]=3)=[N:12][C:6]=2[CH:5]=1)=[O:13], predict the reactants needed to synthesize it. The reactants are: [CH3:1][O:2][C:3](=[O:13])[C:4]1[CH:9]=[CH:8][C:7]([NH:10][CH3:11])=[C:6]([NH2:12])[CH:5]=1.[NH2:14][C:15]1[S:16][C:17]2[CH:23]=[CH:22][C:21]([F:24])=[CH:20][C:18]=2[N:19]=1.[C:25](N1C=CN=C1)(N1C=CN=C1)=S.